Predict which catalyst facilitates the given reaction. From a dataset of Catalyst prediction with 721,799 reactions and 888 catalyst types from USPTO. (1) Reactant: [F:1][C:2]1[CH:7]=[C:6]([I:8])[CH:5]=[CH:4][C:3]=1[NH:9][C:10]1[N:15]([CH3:16])[C:14](=[O:17])[C:13]2[CH2:18][CH2:19][CH2:20][C:12]=2[C:11]=1[C:21](OCC)=[O:22].[Si:26]([O:33][CH2:34][CH2:35][O:36][NH2:37])([C:29]([CH3:32])([CH3:31])[CH3:30])([CH3:28])[CH3:27].[Li+].C[Si]([N-][Si](C)(C)C)(C)C. Product: [Si:26]([O:33][CH2:34][CH2:35][O:36][NH:37][C:21]([C:11]1[C:12]2[CH2:20][CH2:19][CH2:18][C:13]=2[C:14](=[O:17])[N:15]([CH3:16])[C:10]=1[NH:9][C:3]1[CH:4]=[CH:5][C:6]([I:8])=[CH:7][C:2]=1[F:1])=[O:22])([C:29]([CH3:32])([CH3:31])[CH3:30])([CH3:28])[CH3:27]. The catalyst class is: 1. (2) Reactant: [CH:1]1([C:4]2[C:8]([C:9]([O:11][CH2:12][CH3:13])=[O:10])=[CH:7][NH:6][N:5]=2)[CH2:3][CH2:2]1.Br[CH2:15][C:16]1[CH:28]=[CH:27][C:19]([CH2:20][N:21]2[CH:25]=[C:24]([CH3:26])[CH:23]=[N:22]2)=[CH:18][CH:17]=1.C(=O)([O-])[O-].[K+].[K+]. Product: [CH2:12]([O:11][C:9]([C:8]1[C:4]([CH:1]2[CH2:2][CH2:3]2)=[N:5][N:6]([CH2:15][C:16]2[CH:17]=[CH:18][C:19]([CH2:20][N:21]3[CH:25]=[C:24]([CH3:26])[CH:23]=[N:22]3)=[CH:27][CH:28]=2)[CH:7]=1)=[O:10])[CH3:13]. The catalyst class is: 31.